From a dataset of Forward reaction prediction with 1.9M reactions from USPTO patents (1976-2016). Predict the product of the given reaction. (1) Given the reactants [Li+].F[C:3](F)(F)[C:4]1[CH:9]=CC(N2CCN(CCCC([O-])=O)CC2)=C[CH:5]=1.F[P-](F)(F)(F)(F)F.CN(C)C([O:37]N1C2C=CC=CC=2N=N1)=[N+](C)C.[N+](C1C=CC(N2C[CH2:61][CH:60]([NH:63][C:64](=[O:84])[CH2:65][CH2:66][CH2:67][N:68]3[CH2:73][CH2:72][N:71]([C:74]4[CH:79]=[CH:78][C:77]([C:80]([F:83])([F:82])[F:81])=[CH:76][CH:75]=4)[CH2:70][CH2:69]3)[CH2:59]C2)=CC=1C(F)(F)F)([O-])=O.C(N(C(C)C)CC)(C)C.[CH3:98][N:99]([CH3:102])[CH:100]=[O:101], predict the reaction product. The product is: [C:4]([O:101][C:100]([N:99]1[CH2:102][CH2:61][CH:60]([NH:63][C:64](=[O:84])[CH2:65][CH2:66][CH2:67][N:68]2[CH2:73][CH2:72][N:71]([C:74]3[CH:79]=[CH:78][C:77]([C:80]([F:83])([F:81])[F:82])=[CH:76][CH:75]=3)[CH2:70][CH2:69]2)[CH2:59][CH2:98]1)=[O:37])([CH3:9])([CH3:5])[CH3:3]. (2) Given the reactants [F:1][C:2]1[C:34]([F:35])=[CH:33][C:5]2[NH:6][C:7]([NH:9][C:10]3[CH:15]=[CH:14][C:13]([O:16][C:17]4[C:22]([C:23]5[CH:28]=[CH:27][N:26]=[C:25](S(C)(=O)=O)[N:24]=5)=[CH:21][CH:20]=[CH:19][N:18]=4)=[CH:12][CH:11]=3)=[N:8][C:4]=2[CH:3]=1.[CH3:36][N:37]1[CH2:42][CH2:41][N:40]([CH2:43][CH2:44][CH2:45][NH2:46])[CH2:39][CH2:38]1.CC(O)C, predict the reaction product. The product is: [F:1][C:2]1[C:34]([F:35])=[CH:33][C:5]2[NH:6][C:7]([NH:9][C:10]3[CH:15]=[CH:14][C:13]([O:16][C:17]4[C:22]([C:23]5[CH:28]=[CH:27][N:26]=[C:25]([NH:46][CH2:45][CH2:44][CH2:43][N:40]6[CH2:39][CH2:38][N:37]([CH3:36])[CH2:42][CH2:41]6)[N:24]=5)=[CH:21][CH:20]=[CH:19][N:18]=4)=[CH:12][CH:11]=3)=[N:8][C:4]=2[CH:3]=1. (3) Given the reactants [O:1]([CH2:8][CH2:9][CH2:10]Br)[C:2]1[CH:7]=[CH:6][CH:5]=[CH:4][CH:3]=1.[N:12]12[CH2:19][CH2:18][CH:15]([CH2:16][CH2:17]1)[C@H:14]([O:20][C:21]([C:23]1([C:30]3[CH:35]=[CH:34][CH:33]=[CH:32][CH:31]=3)[CH2:29][CH2:28][CH2:27][CH2:26][CH2:25][CH2:24]1)=[O:22])[CH2:13]2, predict the reaction product. The product is: [CH:21]([O-:22])=[O:20].[O:1]([CH2:8][CH2:9][CH2:10][N+:12]12[CH2:19][CH2:18][CH:15]([CH2:16][CH2:17]1)[C@H:14]([O:20][C:21]([C:23]1([C:30]3[CH:31]=[CH:32][CH:33]=[CH:34][CH:35]=3)[CH2:29][CH2:28][CH2:27][CH2:26][CH2:25][CH2:24]1)=[O:22])[CH2:13]2)[C:2]1[CH:7]=[CH:6][CH:5]=[CH:4][CH:3]=1. (4) The product is: [CH3:37][N:30]1[C:29]([CH2:28][CH2:27][CH2:26][CH2:25][C:22]2[CH:23]=[CH:24][C:19]([O:18][CH2:17][C:15]3[N:16]=[C:12](/[CH:11]=[CH:10]/[C:7]4[CH:8]=[CH:9][C:4]([O:3][C:2]([F:34])([F:1])[F:35])=[CH:5][CH:6]=4)[O:13][CH:14]=3)=[CH:20][CH:21]=2)=[CH:33][N:32]=[N:31]1.[CH3:37][N:31]1[N:30]=[C:29]([CH2:28][CH2:27][CH2:26][CH2:25][C:22]2[CH:23]=[CH:24][C:19]([O:18][CH2:17][C:15]3[N:16]=[C:12](/[CH:11]=[CH:10]/[C:7]4[CH:8]=[CH:9][C:4]([O:3][C:2]([F:34])([F:1])[F:35])=[CH:5][CH:6]=4)[O:13][CH:14]=3)=[CH:20][CH:21]=2)[CH:33]=[N:32]1.[CH3:37][N:32]1[CH:33]=[C:29]([CH2:28][CH2:27][CH2:26][CH2:25][C:22]2[CH:23]=[CH:24][C:19]([O:18][CH2:17][C:15]3[N:16]=[C:12](/[CH:11]=[CH:10]/[C:7]4[CH:8]=[CH:9][C:4]([O:3][C:2]([F:34])([F:1])[F:35])=[CH:5][CH:6]=4)[O:13][CH:14]=3)=[CH:20][CH:21]=2)[N:30]=[N:31]1. Given the reactants [F:1][C:2]([F:35])([F:34])[O:3][C:4]1[CH:9]=[CH:8][C:7](/[CH:10]=[CH:11]/[C:12]2[O:13][CH:14]=[C:15]([CH2:17][O:18][C:19]3[CH:24]=[CH:23][C:22]([CH2:25][CH2:26][CH2:27][CH2:28][C:29]4[N:30]=[N:31][NH:32][CH:33]=4)=[CH:21][CH:20]=3)[N:16]=2)=[CH:6][CH:5]=1.I[CH3:37], predict the reaction product. (5) Given the reactants C([O:3][C:4](=[O:33])[C:5]1[CH:10]=[C:9]([N:11]2[C:15]([CH3:16])=[CH:14][CH:13]=[C:12]2[C:17]2[CH:22]=[C:21]([Br:23])[CH:20]=[CH:19][C:18]=2[O:24][CH2:25][C:26]2[CH:31]=[CH:30][C:29]([Cl:32])=[CH:28][CH:27]=2)[CH:8]=[N:7][CH:6]=1)C.[OH-].[Na+].CCO, predict the reaction product. The product is: [Br:23][C:21]1[CH:20]=[CH:19][C:18]([O:24][CH2:25][C:26]2[CH:27]=[CH:28][C:29]([Cl:32])=[CH:30][CH:31]=2)=[C:17]([C:12]2[N:11]([C:9]3[CH:8]=[N:7][CH:6]=[C:5]([CH:10]=3)[C:4]([OH:33])=[O:3])[C:15]([CH3:16])=[CH:14][CH:13]=2)[CH:22]=1. (6) Given the reactants [C:1]1([Mg]Br)[CH:6]=[CH:5][CH:4]=[CH:3][CH:2]=1.[O:9]=[C:10]1[CH2:13][N:12]([C:14]([O:16][C:17]([CH3:20])([CH3:19])[CH3:18])=[O:15])[CH2:11]1.[Cl-].[NH4+].Cl, predict the reaction product. The product is: [OH:9][C:10]1([C:1]2[CH:6]=[CH:5][CH:4]=[CH:3][CH:2]=2)[CH2:11][N:12]([C:14]([O:16][C:17]([CH3:20])([CH3:19])[CH3:18])=[O:15])[CH2:13]1. (7) The product is: [C:1]([CH2:3][C:9]1([C:19]#[N:20])[C:17]2[C:12](=[CH:13][C:14]([F:18])=[CH:15][CH:16]=2)[CH2:11][CH2:10]1)#[N:2]. Given the reactants [C:1](/[C:3](=[C:9]1/[CH2:10][CH2:11][C:12]2[C:17]/1=[CH:16][CH:15]=[C:14]([F:18])[CH:13]=2)/C(OCC)=O)#[N:2].[C-:19]#[N:20].[K+], predict the reaction product. (8) The product is: [CH2:1]([O:3][C:4](=[O:28])[NH:5][C:6]1[C:7]([CH3:27])=[CH:8][C:9]([NH:15][CH2:16][C:17]2[CH:22]=[CH:21][C:20]([C:23]([F:25])([F:24])[F:26])=[CH:19][CH:18]=2)=[CH:10][C:11]=1[NH2:12])[CH3:2]. Given the reactants [CH2:1]([O:3][C:4](=[O:28])[NH:5][C:6]1[C:11]([N+:12]([O-])=O)=[CH:10][C:9]([NH:15][CH2:16][C:17]2[CH:22]=[CH:21][C:20]([C:23]([F:26])([F:25])[F:24])=[CH:19][CH:18]=2)=[CH:8][C:7]=1[CH3:27])[CH3:2].S(S([O-])=O)([O-])=O.[Na+].[Na+], predict the reaction product. (9) The product is: [NH:44]1[CH:57]=[CH:56][N:79]=[C:45]1[CH2:50][N:1]1[CH2:2][CH2:3][CH:4]([N:7]2[C:20]3[CH:19]=[CH:18][C:17]([C:21]4[CH:26]=[CH:25][CH:24]=[CH:23][C:22]=4[NH:27][C:28](=[O:30])[CH3:29])=[CH:16][C:15]=3[O:14][C:13]3[C:8]2=[CH:9][CH:10]=[CH:11][CH:12]=3)[CH2:5][CH2:6]1.[C:31]([OH:37])([C:33]([F:36])([F:35])[F:34])=[O:32]. Given the reactants [NH:1]1[CH2:6][CH2:5][CH:4]([N:7]2[C:20]3[CH:19]=[CH:18][C:17]([C:21]4[CH:26]=[CH:25][CH:24]=[CH:23][C:22]=4[NH:27][C:28](=[O:30])[CH3:29])=[CH:16][C:15]=3[O:14][C:13]3[C:8]2=[CH:9][CH:10]=[CH:11][CH:12]=3)[CH2:3][CH2:2]1.[C:31]([OH:37])([C:33]([F:36])([F:35])[F:34])=[O:32].N1CCC([N:44]2[C:57]3[CH:56]=CC(C4NN=NN=4)=CC=3O[C:50]3[C:45]2=CC=CC=3)CC1.C(O[BH-](OC(=O)C)OC(=O)C)(=O)C.[Na+].[BH4-].C[N+:79](C)(C)C, predict the reaction product.